This data is from Full USPTO retrosynthesis dataset with 1.9M reactions from patents (1976-2016). The task is: Predict the reactants needed to synthesize the given product. (1) Given the product [Cl:1][C:2]1[C:3]([N:8]2[C:12]([C:30]([OH:32])=[O:31])=[N:11][C:10]([C:13]([F:16])([F:14])[F:15])=[N:9]2)=[N:4][CH:5]=[CH:6][CH:7]=1, predict the reactants needed to synthesize it. The reactants are: [Cl:1][C:2]1[C:3]([N:8]2[CH:12]=[N:11][C:10]([C:13]([F:16])([F:15])[F:14])=[N:9]2)=[N:4][CH:5]=[CH:6][CH:7]=1.O1CCCC1.C([N-]C(C)C)(C)C.[Li+].[C:30](=[O:32])=[O:31]. (2) Given the product [F:1][C:2]1[CH:7]=[CH:6][CH:5]=[CH:4][C:3]=1[CH:8]=[CH:9][C:10]([NH:12][C@H:13]([C:25]([OH:27])=[O:26])[CH2:14][CH2:15][CH2:16][NH:17][C:18]([O:20][C:21]([CH3:22])([CH3:23])[CH3:24])=[O:19])=[O:11], predict the reactants needed to synthesize it. The reactants are: [F:1][C:2]1[CH:7]=[CH:6][CH:5]=[CH:4][C:3]=1[CH:8]=[CH:9][C:10]([NH:12][C@H:13]([C:25]([O:27]C)=[O:26])[CH2:14][CH2:15][CH2:16][NH:17][C:18]([O:20][C:21]([CH3:24])([CH3:23])[CH3:22])=[O:19])=[O:11].[OH-].[Na+]. (3) Given the product [CH:1]1([O:6][CH2:7][C:8]2[N:16]3[C:11]([CH:12]=[CH:13][CH:14]=[CH:15]3)=[CH:10][CH:9]=2)[CH2:17][CH2:5][CH2:4][CH2:3][CH2:2]1, predict the reactants needed to synthesize it. The reactants are: [CH2:1]([O:6][CH2:7][C:8]1[N:16]2[C:11]([CH:12]=[CH:13][CH:14]=[CH:15]2)=[CH:10][CH:9]=1)[CH2:2][CH2:3][CH2:4][CH3:5].[CH3:17][Si](C)(C)C#C/C=C\C1C=CC=CN=1.[F-].[Cs+].